This data is from Reaction yield outcomes from USPTO patents with 853,638 reactions. The task is: Predict the reaction yield, written as a fraction of the theoretical maximum amount of product (1.0 means a 100% yield; for example, 0.34 means a 34% yield). (1) The reactants are CO[CH2:3][C:4]1[CH:5]=[C:6]([N:10]([CH2:18][C:19]2[CH:24]=[CH:23][CH:22]=[C:21]([O:25][C:26]([F:31])([F:30])[CH:27]([F:29])[F:28])[CH:20]=2)[CH2:11][CH:12]([OH:17])[C:13]([F:16])([F:15])[F:14])[CH:7]=[CH:8][CH:9]=1.B(Br)(Br)[Br:33].COC. The catalyst is ClCCl. The product is [Br:33][CH2:3][C:4]1[CH:5]=[C:6]([N:10]([CH2:18][C:19]2[CH:24]=[CH:23][CH:22]=[C:21]([O:25][C:26]([F:31])([F:30])[CH:27]([F:29])[F:28])[CH:20]=2)[CH2:11][CH:12]([OH:17])[C:13]([F:16])([F:15])[F:14])[CH:7]=[CH:8][CH:9]=1. The yield is 0.590. (2) The reactants are [NH2:1][C:2]1[C:11]2[C:6](=[C:7](Br)[CH:8]=[CH:9][CH:10]=2)[N:5]=[N:4][C:3]=1[C:13]([NH:15][CH2:16][CH2:17][CH3:18])=[O:14].[F:19][C:20]1[CH:25]=[CH:24][CH:23]=[C:22]([O:26][CH3:27])[C:21]=1B(O)O.C(Cl)Cl.C(=O)([O-])[O-].[Na+].[Na+]. The catalyst is O.C1C=CC(P(C2C=CC=CC=2)[C-]2C=CC=C2)=CC=1.C1C=CC(P(C2C=CC=CC=2)[C-]2C=CC=C2)=CC=1.Cl[Pd]Cl.[Fe+2].C(O)(C)C.O1CCCC1. The product is [NH2:1][C:2]1[C:11]2[C:6](=[C:7]([C:21]3[C:22]([O:26][CH3:27])=[CH:23][CH:24]=[CH:25][C:20]=3[F:19])[CH:8]=[CH:9][CH:10]=2)[N:5]=[N:4][C:3]=1[C:13]([NH:15][CH2:16][CH2:17][CH3:18])=[O:14]. The yield is 0.780. (3) The reactants are [Cl:1][C:2]1[CH:3]=[C:4]([CH2:9][OH:10])[CH:5]=[C:6]([Cl:8])[CH:7]=1.C1N=CN([C:16]([N:18]2[CH:22]=[N:21][CH:20]=[CH:19]2)=[O:17])C=1.[N:23]1N2CCNC[C:26]2=[CH:25][C:24]=1[C:32]([N:34]1[CH:39]2[CH2:40][CH2:41][CH2:42][CH:35]1[CH2:36][CH:37]([C:43]([O:45][CH2:46][CH3:47])=[O:44])[CH2:38]2)=[O:33]. The catalyst is CN(C=O)C. The product is [CH2:46]([O:45][C:43]([CH:37]1[CH2:36][CH:35]2[N:34]([C:32]([C:24]3[CH:25]=[C:26]4[CH2:22][N:18]([C:16]([O:10][CH2:9][C:4]5[CH:3]=[C:2]([Cl:1])[CH:7]=[C:6]([Cl:8])[CH:5]=5)=[O:17])[CH2:19][CH2:20][N:21]4[N:23]=3)=[O:33])[CH:39]([CH2:40][CH2:41][CH2:42]2)[CH2:38]1)=[O:44])[CH3:47]. The yield is 0.700. (4) The reactants are [CH3:1][O:2][C:3]1[CH:4]=[C:5]2[C:10](=[CH:11][C:12]=1[O:13][CH3:14])[C:9](=[O:15])[NH:8][CH2:7][CH2:6]2.I[C:17]1[CH:18]=[N:19][CH:20]=[CH:21][C:22]=1[CH3:23].P([O-])([O-])([O-])=O.[K+].[K+].[K+]. The catalyst is [Cu](I)I.O1CCOCC1. The product is [CH3:1][O:2][C:3]1[CH:4]=[C:5]2[C:10](=[CH:11][C:12]=1[O:13][CH3:14])[C:9](=[O:15])[N:8]([C:17]1[CH:18]=[N:19][CH:20]=[CH:21][C:22]=1[CH3:23])[CH2:7][CH2:6]2. The yield is 0.240. (5) The reactants are C[O:2][C:3]1[CH:8]=[CH:7][C:6]([CH:9]=[CH2:10])=[CH:5][N:4]=1.[Na+].[I-]. The catalyst is CO.[Pd]. The product is [CH2:9]([C:6]1[CH:7]=[CH:8][C:3](=[O:2])[NH:4][CH:5]=1)[CH3:10]. The yield is 0.830. (6) The reactants are Br[C:2]1[CH:7]=[CH:6][CH:5]=[CH:4][CH:3]=1.[Mg].[C:9](=[S:11])=S.[CH3:12][NH:13][NH2:14]. The catalyst is O.C1COCC1. The product is [CH3:12][N:13]([C:9](=[S:11])[C:2]1[CH:7]=[CH:6][CH:5]=[CH:4][CH:3]=1)[NH2:14]. The yield is 0.480. (7) The reactants are [CH3:1][O:2][C:3]1[CH:4]=[C:5]([CH:7]=[C:8]([O:12][CH3:13])[C:9]=1[O:10][CH3:11])[NH2:6].CC1(C)C2C(=C(P(C3C=CC=CC=3)C3C=CC=CC=3)C=CC=2)OC2C(P(C3C=CC=CC=3)C3C=CC=CC=3)=CC=CC1=2.C([O-])([O-])=O.[Cs+].[Cs+].Cl[C:63]1[CH:68]=[C:67]([O:69][C:70]2[C:71]([C:76]3[CH:81]=[CH:80][CH:79]=[C:78]([CH3:82])[N:77]=3)=[N:72][CH:73]=[CH:74][CH:75]=2)[CH:66]=[CH:65][N:64]=1. The catalyst is O1CCOCC1.CC([O-])=O.CC([O-])=O.[Pd+2]. The product is [CH3:82][C:78]1[N:77]=[C:76]([C:71]2[C:70]([O:69][C:67]3[CH:66]=[CH:65][N:64]=[C:63]([NH:6][C:5]4[CH:7]=[C:8]([O:12][CH3:13])[C:9]([O:10][CH3:11])=[C:3]([O:2][CH3:1])[CH:4]=4)[CH:68]=3)=[CH:75][CH:74]=[CH:73][N:72]=2)[CH:81]=[CH:80][CH:79]=1. The yield is 0.410. (8) The reactants are Br[C:2]1[C:6]([CH3:7])=[C:5]([C:8]2[CH:13]=[CH:12][C:11]([O:14][CH3:15])=[CH:10][CH:9]=2)[S:4][C:3]=1[CH:16]1[O:20][CH2:19][CH2:18][O:17]1.[CH3:21][O:22][C:23]1[CH:24]=[C:25](B(O)O)[CH:26]=[CH:27][CH:28]=1.C([O-])([O-])=O.[K+].[K+].C(OCC)(=O)C.CCCCCC. The catalyst is C(COC)OC.C1C=CC(P(C2C=CC=CC=2)[C-]2C=CC=C2)=CC=1.C1C=CC(P(C2C=CC=CC=2)[C-]2C=CC=C2)=CC=1.Cl[Pd]Cl.[Fe+2]. The product is [CH3:21][O:22][C:23]1[CH:28]=[C:27]([C:2]2[C:6]([CH3:7])=[C:5]([C:8]3[CH:13]=[CH:12][C:11]([O:14][CH3:15])=[CH:10][CH:9]=3)[S:4][C:3]=2[CH:16]2[O:20][CH2:19][CH2:18][O:17]2)[CH:26]=[CH:25][CH:24]=1. The yield is 0.950. (9) The reactants are [N+:1]([C:4]1[CH:5]=[C:6]([N:10]2[CH2:15][CH2:14][N:13](C(OC(C)(C)C)=O)[CH2:12][C:11]2=[O:23])[CH:7]=[CH:8][CH:9]=1)([O-:3])=[O:2].FC(F)(F)C(O)=O. The catalyst is ClCCl. The product is [N+:1]([C:4]1[CH:5]=[C:6]([N:10]2[CH2:15][CH2:14][NH:13][CH2:12][C:11]2=[O:23])[CH:7]=[CH:8][CH:9]=1)([O-:3])=[O:2]. The yield is 0.860. (10) The reactants are N[C:2]1[S:6][C:5]([C:7]([O-:9])=[O:8])=[C:4]([I:10])[C:3]=1[C:11]#[N:12].[I:13]CI.N(OCCC[CH2:22][CH3:23])=O. The catalyst is C(#N)C. The product is [C:11]([C:3]1[C:4]([I:10])=[C:5]([C:7]([O:9][CH2:22][CH3:23])=[O:8])[S:6][C:2]=1[I:13])#[N:12]. The yield is 0.790.